This data is from Forward reaction prediction with 1.9M reactions from USPTO patents (1976-2016). The task is: Predict the product of the given reaction. (1) Given the reactants [Br:1][C:2]1[NH:3][C:4]([Br:8])=[C:5]([Br:7])[N:6]=1.[CH3:9][Si:10]([CH3:17])([CH3:16])[CH2:11][CH2:12][O:13][CH2:14]Cl, predict the reaction product. The product is: [Br:1][C:2]1[N:3]([CH2:14][O:13][CH2:12][CH2:11][Si:10]([CH3:17])([CH3:16])[CH3:9])[C:4]([Br:8])=[C:5]([Br:7])[N:6]=1. (2) Given the reactants [CH:1]([N:4]1[C:13]2[C:8](=[CH:9][C:10]([CH3:14])=[CH:11][CH:12]=2)[N:7]([CH:15]([CH3:17])[CH3:16])[CH2:6][CH2:5]1)([CH3:3])[CH3:2].[Br-:18].[Br-].[Br-].C([N+](CCCC)(CCCC)CCCC)CCC.C([N+](CCCC)(CCCC)CCCC)CCC.C([N+](CCCC)(CCCC)CCCC)CCC, predict the reaction product. The product is: [Br:18][C:11]1[CH:12]=[C:13]2[C:8]([N:7]([CH:15]([CH3:17])[CH3:16])[CH2:6][CH2:5][N:4]2[CH:1]([CH3:3])[CH3:2])=[CH:9][C:10]=1[CH3:14]. (3) Given the reactants Cl[C:2]1[N:7]=[CH:6][C:5]([S:8]([N:11]2[CH2:20][CH2:19][C:18]3[C@:13]([CH2:31][N:32]4[CH2:36][CH2:35][C@H:34]([OH:37])[CH2:33]4)([CH2:14][C:15]4[CH:23]=[N:22][N:21]([C:24]5[CH:29]=[CH:28][C:27]([F:30])=[CH:26][CH:25]=5)[C:16]=4[CH:17]=3)[CH2:12]2)(=[O:10])=[O:9])=[CH:4][CH:3]=1.[F:38][C@@H:39]1[CH2:43][CH2:42][NH:41][CH2:40]1, predict the reaction product. The product is: [F:30][C:27]1[CH:28]=[CH:29][C:24]([N:21]2[C:16]3[CH:17]=[C:18]4[C@:13]([CH2:31][N:32]5[CH2:36][CH2:35][C@H:34]([OH:37])[CH2:33]5)([CH2:14][C:15]=3[CH:23]=[N:22]2)[CH2:12][N:11]([S:8]([C:5]2[CH:6]=[N:7][C:2]([N:41]3[CH2:42][CH2:43][C@@H:39]([F:38])[CH2:40]3)=[CH:3][CH:4]=2)(=[O:10])=[O:9])[CH2:20][CH2:19]4)=[CH:25][CH:26]=1. (4) Given the reactants Cl[C:2]1[N:10]=[C:9]([Cl:11])[CH:8]=[CH:7][C:3]=1[C:4]([OH:6])=[O:5].[CH2:12]([NH2:14])[CH3:13], predict the reaction product. The product is: [NH2:14][CH2:12][CH2:13][C:2]1[N:10]=[C:9]([Cl:11])[CH:8]=[CH:7][C:3]=1[C:4]([OH:6])=[O:5]. (5) Given the reactants [CH2:1]([NH:3][C:4](=[O:20])[C@@H:5]([NH:9][C:10](=[O:19])[C:11]1[CH:16]=[CH:15][C:14]([I:17])=[CH:13][C:12]=1[OH:18])[C@H:6](O)[CH3:7])[CH3:2].C(Cl)Cl.S(Cl)(Cl)=O, predict the reaction product. The product is: [CH2:1]([NH:3][C:4]([C@@H:5]1[C@H:6]([CH3:7])[O:19][C:10]([C:11]2[CH:16]=[CH:15][C:14]([I:17])=[CH:13][C:12]=2[OH:18])=[N:9]1)=[O:20])[CH3:2]. (6) The product is: [F:1][C:2]1[CH:7]=[CH:6][CH:5]=[CH:4][C:3]=1[CH2:8][S:9][C:10]1[N:11]=[C:12]([NH:21][C@H:22]([CH3:25])[CH2:23][OH:24])[C:13]2[S:18][C:17](=[O:19])[NH:16][C:14]=2[N:15]=1. Given the reactants [F:1][C:2]1[CH:7]=[CH:6][CH:5]=[CH:4][C:3]=1[CH2:8][S:9][C:10]1[N:11]=[C:12]([NH:21][C@H:22]([CH3:25])[CH2:23][OH:24])[C:13]2[S:18][C:17]([O:19]C)=[N:16][C:14]=2[N:15]=1.O.Cl, predict the reaction product. (7) Given the reactants [F:1][C:2]([F:13])([F:12])[C:3]1[C:8]([C:9](Cl)=[O:10])=[CH:7][N:6]=[CH:5][CH:4]=1.Cl.[CH2:15]([S:22][CH2:23][CH2:24][NH2:25])[C:16]1[CH:21]=[CH:20][CH:19]=[CH:18][CH:17]=1.C(N(CC)CC)C.[Cl-].[Na+], predict the reaction product. The product is: [CH2:15]([S:22][CH2:23][CH2:24][NH:25][C:9](=[O:10])[C:8]1[C:3]([C:2]([F:13])([F:12])[F:1])=[CH:4][CH:5]=[N:6][CH:7]=1)[C:16]1[CH:21]=[CH:20][CH:19]=[CH:18][CH:17]=1.